From a dataset of NCI-60 drug combinations with 297,098 pairs across 59 cell lines. Regression. Given two drug SMILES strings and cell line genomic features, predict the synergy score measuring deviation from expected non-interaction effect. (1) Drug 1: CC1=C(C(CCC1)(C)C)C=CC(=CC=CC(=CC(=O)O)C)C. Synergy scores: CSS=34.7, Synergy_ZIP=1.75, Synergy_Bliss=2.88, Synergy_Loewe=-26.9, Synergy_HSA=-1.23. Cell line: HOP-62. Drug 2: C1CN1C2=NC(=NC(=N2)N3CC3)N4CC4. (2) Synergy scores: CSS=18.5, Synergy_ZIP=-8.60, Synergy_Bliss=-5.58, Synergy_Loewe=-24.9, Synergy_HSA=-6.37. Drug 1: COC1=CC(=CC(=C1O)OC)C2C3C(COC3=O)C(C4=CC5=C(C=C24)OCO5)OC6C(C(C7C(O6)COC(O7)C8=CC=CS8)O)O. Cell line: HCC-2998. Drug 2: C1=CC(=CC=C1CC(C(=O)O)N)N(CCCl)CCCl.Cl. (3) Drug 1: CC1=C(C(CCC1)(C)C)C=CC(=CC=CC(=CC(=O)O)C)C. Drug 2: B(C(CC(C)C)NC(=O)C(CC1=CC=CC=C1)NC(=O)C2=NC=CN=C2)(O)O. Cell line: SF-295. Synergy scores: CSS=35.4, Synergy_ZIP=-1.27, Synergy_Bliss=-3.17, Synergy_Loewe=-30.3, Synergy_HSA=-3.92. (4) Drug 1: CC1=C(N=C(N=C1N)C(CC(=O)N)NCC(C(=O)N)N)C(=O)NC(C(C2=CN=CN2)OC3C(C(C(C(O3)CO)O)O)OC4C(C(C(C(O4)CO)O)OC(=O)N)O)C(=O)NC(C)C(C(C)C(=O)NC(C(C)O)C(=O)NCCC5=NC(=CS5)C6=NC(=CS6)C(=O)NCCC[S+](C)C)O. Drug 2: CC(C)CN1C=NC2=C1C3=CC=CC=C3N=C2N. Cell line: MCF7. Synergy scores: CSS=15.2, Synergy_ZIP=-3.19, Synergy_Bliss=2.08, Synergy_Loewe=-0.824, Synergy_HSA=1.29. (5) Drug 1: C1=CC(=C2C(=C1NCCNCCO)C(=O)C3=C(C=CC(=C3C2=O)O)O)NCCNCCO. Drug 2: COC1=NC(=NC2=C1N=CN2C3C(C(C(O3)CO)O)O)N. Cell line: SW-620. Synergy scores: CSS=43.4, Synergy_ZIP=9.11, Synergy_Bliss=7.02, Synergy_Loewe=-4.54, Synergy_HSA=6.90. (6) Drug 1: CC12CCC3C(C1CCC2O)C(CC4=C3C=CC(=C4)O)CCCCCCCCCS(=O)CCCC(C(F)(F)F)(F)F. Drug 2: CC1=C(C(=O)C2=C(C1=O)N3CC4C(C3(C2COC(=O)N)OC)N4)N. Cell line: HCT-15. Synergy scores: CSS=31.9, Synergy_ZIP=-2.46, Synergy_Bliss=0.229, Synergy_Loewe=-47.9, Synergy_HSA=-9.06.